This data is from Forward reaction prediction with 1.9M reactions from USPTO patents (1976-2016). The task is: Predict the product of the given reaction. (1) Given the reactants Cl[CH2:2][C:3]([O:5][CH2:6][CH3:7])=[O:4].[Cl:8][C:9]1[CH:14]=[CH:13][C:12]([C:15]2[CH:20]=[CH:19][CH:18]=[CH:17][C:16]=2[OH:21])=[CH:11][C:10]=1[C:22]([NH:24][CH2:25][C:26]12[CH2:35][CH:30]3[CH2:31][CH:32]([CH2:34][CH:28]([CH2:29]3)[CH2:27]1)[CH2:33]2)=[O:23].C(=O)([O-])[O-].[K+].[K+], predict the reaction product. The product is: [Cl:8][C:9]1[CH:14]=[CH:13][C:12]([C:15]2[CH:20]=[CH:19][CH:18]=[CH:17][C:16]=2[O:21][CH2:2][C:3]([O:5][CH2:6][CH3:7])=[O:4])=[CH:11][C:10]=1[C:22]([NH:24][CH2:25][C:26]12[CH2:35][CH:30]3[CH2:31][CH:32]([CH2:34][CH:28]([CH2:29]3)[CH2:27]1)[CH2:33]2)=[O:23]. (2) Given the reactants [Cl:1][C:2]1[N:3]([CH2:28][CH2:29][CH3:30])[C:4](=[O:27])[C:5]2[NH:6][C:7]([C:11]3[CH:12]=[N:13][N:14]([CH2:16][C:17]4[CH:22]=[CH:21][CH:20]=[C:19]([C:23]([F:26])([F:25])[F:24])[CH:18]=4)[CH:15]=3)=[N:8][C:9]=2[N:10]=1.[C:31]([O-])([O-])=O.[K+].[K+].CI.CN(C=O)C, predict the reaction product. The product is: [Cl:1][C:2]1[N:3]([CH2:28][CH2:29][CH3:30])[C:4](=[O:27])[C:5]2[N:6]([CH3:31])[C:7]([C:11]3[CH:12]=[N:13][N:14]([CH2:16][C:17]4[CH:22]=[CH:21][CH:20]=[C:19]([C:23]([F:26])([F:25])[F:24])[CH:18]=4)[CH:15]=3)=[N:8][C:9]=2[N:10]=1. (3) Given the reactants Br[C:2]1[CH:3]=[N:4][N:5]2[CH:10]=[CH:9][C:8]([C:11]([NH:13][C:14]3[CH:15]=[N:16][CH:17]=[CH:18][C:19]=3[C@@H:20]3[CH2:25][C@H:24]([CH3:26])[CH2:23][C@H:22]([NH:27][C:28](=[O:34])[O:29][C:30]([CH3:33])([CH3:32])[CH3:31])[CH2:21]3)=[O:12])=[N:7][C:6]=12.[C:35](B1OC(C)(C)C(C)(C)O1)([CH3:37])=[CH2:36].O.P([O-])([O-])([O-])=O.[K+].[K+].[K+], predict the reaction product. The product is: [C:35]([C:2]1[CH:3]=[N:4][N:5]2[CH:10]=[CH:9][C:8]([C:11]([NH:13][C:14]3[CH:15]=[N:16][CH:17]=[CH:18][C:19]=3[C@@H:20]3[CH2:25][C@H:24]([CH3:26])[CH2:23][C@H:22]([NH:27][C:28](=[O:34])[O:29][C:30]([CH3:33])([CH3:32])[CH3:31])[CH2:21]3)=[O:12])=[N:7][C:6]=12)([CH3:37])=[CH2:36]. (4) The product is: [CH3:56][O:55][C:52]1[CH:53]=[CH:54][C:49]([CH2:48][N:46]2[N:45]=[N:44][C:43]([CH2:42][CH2:41][C:10]#[N:11])=[N:47]2)=[CH:50][CH:51]=1. Given the reactants ClC1C=CC2[N:11]3C=CC=[C:10]3[C@@H](CCN3C=CC(CC#N)=N3)O[C@H](C3C=CC=C(OC)C=3OC)C=2C=1.CS(O[CH2:41][CH2:42][C:43]1[N:44]=[N:45][N:46]([CH2:48][C:49]2[CH:54]=[CH:53][C:52]([O:55][CH3:56])=[CH:51][CH:50]=2)[N:47]=1)(=O)=O.[C-]#N.[Na+], predict the reaction product.